From a dataset of Forward reaction prediction with 1.9M reactions from USPTO patents (1976-2016). Predict the product of the given reaction. (1) Given the reactants Cl[C:2]1[CH:7]=[N:6][N:5]([CH3:8])[C:4](=[O:9])[CH:3]=1.[I:10][C:11]1[N:12]=[C:13]([CH3:16])[NH:14][CH:15]=1.C(=O)([O-])[O-].[Cs+].[Cs+], predict the reaction product. The product is: [I:10][C:11]1[N:12]=[C:13]([CH3:16])[N:14]([C:2]2[CH:7]=[N:6][N:5]([CH3:8])[C:4](=[O:9])[CH:3]=2)[CH:15]=1. (2) Given the reactants [Na+:1].[Cl-:2].[Cl-].[K+:4].[OH:5][P:6]([O-:9])([O-:8])=[O:7].[K+].[K+], predict the reaction product. The product is: [OH:7][P:6]([O-:9])([OH:8])=[O:5].[OH:7][P:6]([O-:9])([O-:8])=[O:5].[Na+:1].[Na+:1].[Na+:1].[Cl-:2].[Cl-:2].[K+:4].[K+:4]. (3) Given the reactants [OH:1][C:2]1[CH:7]=[CH:6][C:5]([C:8](=[O:10])[CH3:9])=[C:4]([O:11][CH3:12])[CH:3]=1.Br[CH2:14][CH2:15][CH2:16][Cl:17].C(=O)([O-])[O-].[K+].[K+], predict the reaction product. The product is: [Cl:17][CH2:16][CH2:15][CH2:14][O:1][C:2]1[CH:7]=[CH:6][C:5]([C:8](=[O:10])[CH3:9])=[C:4]([O:11][CH3:12])[CH:3]=1. (4) Given the reactants [S:1]1[CH:5]=[CH:4][CH:3]=[C:2]1B(O)O.C(=O)([O-])[O-].[Na+].[Na+].Br[C:16]1[CH:28]=[CH:27][C:19]([C:20]([O:22][C:23]([CH3:26])([CH3:25])[CH3:24])=[O:21])=[C:18]([NH:29][C:30]([C:32]2[CH:33]=[N:34][CH:35]=[C:36]([C:38]3[CH:43]=[CH:42][CH:41]=[CH:40][CH:39]=3)[CH:37]=2)=[O:31])[CH:17]=1.C(O)(=O)CC(CC(O)=O)(C(O)=O)O, predict the reaction product. The product is: [C:38]1([C:36]2[CH:37]=[C:32]([C:30]([NH:29][C:18]3[CH:17]=[C:16]([C:2]4[S:1][CH:5]=[CH:4][CH:3]=4)[CH:28]=[CH:27][C:19]=3[C:20]([O:22][C:23]([CH3:25])([CH3:26])[CH3:24])=[O:21])=[O:31])[CH:33]=[N:34][CH:35]=2)[CH:39]=[CH:40][CH:41]=[CH:42][CH:43]=1. (5) Given the reactants [Br:1][C:2]1[CH:3]=[C:4]2[C:8](=[CH:9][CH:10]=1)[N:7]([CH2:11][C:12]1[CH:17]=[CH:16][CH:15]=[CH:14][N:13]=1)[C:6](=[O:18])[C:5]2(O)[C:19]1[C:28]([OH:29])=[CH:27][C:22]2[O:23][CH2:24][CH2:25][O:26][C:21]=2[CH:20]=1.FC(F)(F)C(O)=O, predict the reaction product. The product is: [Br:1][C:2]1[CH:3]=[C:4]2[C:8](=[CH:9][CH:10]=1)[N:7]([CH2:11][C:12]1[CH:17]=[CH:16][CH:15]=[CH:14][N:13]=1)[C:6](=[O:18])[CH:5]2[C:19]1[C:28]([OH:29])=[CH:27][C:22]2[O:23][CH2:24][CH2:25][O:26][C:21]=2[CH:20]=1. (6) Given the reactants [NH2:1][C@H:2]([C:5]([OH:7])=[O:6])[CH2:3][SH:4].[OH-].[Na+].[CH2:10]1[O:12][CH2:11]1, predict the reaction product. The product is: [OH:12][CH2:11][CH2:10][NH:1][C@H:2]([C:5]([OH:7])=[O:6])[CH2:3][SH:4].